This data is from Reaction yield outcomes from USPTO patents with 853,638 reactions. The task is: Predict the reaction yield, written as a fraction of the theoretical maximum amount of product (1.0 means a 100% yield; for example, 0.34 means a 34% yield). (1) The reactants are [H-].[Na+].[OH:3][C:4]1[CH:9]=[CH:8][C:7]([CH2:10][CH2:11][CH2:12][CH2:13][N:14]2[C:18](=[O:19])[C:17]3=[CH:20][CH:21]=[CH:22][CH:23]=[C:16]3[C:15]2=[O:24])=[CH:6][CH:5]=1.[CH3:25][N:26]([CH3:30])[C:27](Cl)=[S:28].CO. The catalyst is CN(C=O)C. The product is [CH3:25][N:26]([CH3:30])[C:27]([O:3][C:4]1[CH:5]=[CH:6][C:7]([CH2:10][CH2:11][CH2:12][CH2:13][N:14]2[C:18](=[O:19])[C:17]3=[CH:20][CH:21]=[CH:22][CH:23]=[C:16]3[C:15]2=[O:24])=[CH:8][CH:9]=1)=[S:28]. The yield is 0.590. (2) The reactants are [I:1]I.[N+:3]([C:6]1[CH:7]=[C:8]2[C:12](=[CH:13][CH:14]=1)[NH:11][CH:10]=[CH:9]2)([O-:5])=[O:4].[OH-].[K+].N.S(S([O-])=O)([O-])(=O)=O.[Na+].[Na+]. The product is [I:1][C:9]1[C:8]2[C:12](=[CH:13][CH:14]=[C:6]([N+:3]([O-:5])=[O:4])[CH:7]=2)[NH:11][CH:10]=1. The yield is 0.950. The catalyst is CN(C=O)C.O.